This data is from Catalyst prediction with 721,799 reactions and 888 catalyst types from USPTO. The task is: Predict which catalyst facilitates the given reaction. Reactant: [C:1]1(=[O:11])[NH:5][C:4](=[O:6])[C:3]2=[CH:7][CH:8]=[CH:9][CH:10]=[C:2]12.C1(P(C2C=CC=CC=2)C2C=CC=CC=2)C=CC=CC=1.CC(OC(/N=N/C(OC(C)C)=O)=O)C.[Br:45][C:46]1[CH:47]=[N:48][C:49]2[C:54]([CH:55]=1)=[CH:53][C:52]([CH2:56]O)=[CH:51][CH:50]=2. Product: [Br:45][C:46]1[CH:47]=[N:48][C:49]2[C:54]([CH:55]=1)=[CH:53][C:52]([CH2:56][N:5]1[C:1](=[O:11])[C:2]3[C:3](=[CH:7][CH:8]=[CH:9][CH:10]=3)[C:4]1=[O:6])=[CH:51][CH:50]=2. The catalyst class is: 49.